This data is from Reaction yield outcomes from USPTO patents with 853,638 reactions. The task is: Predict the reaction yield, written as a fraction of the theoretical maximum amount of product (1.0 means a 100% yield; for example, 0.34 means a 34% yield). (1) The reactants are COC1OCC(C[O:10][C:11]2[CH:16]=[CH:15][N:14]=[C:13]([CH2:17][S:18]([C:20]3[NH:24][C:23]4[CH:25]=[CH:26][CH:27]=[CH:28][C:22]=4[N:21]=3)=[O:19])[C:12]=2[CH3:29])CO1.[Na:30].COC1OCC(COC2C=CN=C(CS(C3NC4C=CC=CC=4N=3)=O)C=2C)CO1.[CH3:60][C:61]1([CH2:69][CH2:70]O)[O:68][CH2:67][C:64]2([CH2:66][CH2:65]2)[CH2:63][O:62]1. No catalyst specified. The product is [Na:30].[CH3:29][C:12]1[C:13]([CH2:17][S:18]([C:20]2[NH:24][C:23]3[CH:25]=[CH:26][CH:27]=[CH:28][C:22]=3[N:21]=2)=[O:19])=[N:14][CH:15]=[CH:16][C:11]=1[O:10][CH2:70][CH2:69][C:61]1([CH3:60])[O:62][CH2:63][C:64]2([CH2:66][CH2:65]2)[CH2:67][O:68]1. The yield is 0.0550. (2) The yield is 0.160. The catalyst is C(O)(=O)C.C(=O)(O)[O-].[Na+]. The product is [Cl:14][C:10]1[CH:9]=[C:8]([C:6]2[N:5]=[C:4]([CH2:15][CH3:16])[N:3]=[C:2]([NH:17][C:18]3[CH:25]=[CH:24][C:21]([CH2:22][OH:23])=[CH:20][CH:19]=3)[N:7]=2)[CH:13]=[CH:12][CH:11]=1. The reactants are Cl[C:2]1[N:7]=[C:6]([C:8]2[CH:13]=[CH:12][CH:11]=[C:10]([Cl:14])[CH:9]=2)[N:5]=[C:4]([CH2:15][CH3:16])[N:3]=1.[NH2:17][C:18]1[CH:25]=[CH:24][C:21]([CH2:22][OH:23])=[CH:20][CH:19]=1. (3) The product is [CH:12]([C:11]1[CH:14]=[CH:15][C:8]([C:5]2[N:6]=[CH:7][C:2]([C:23]3[O:22][C:21]([CH:20]=[O:19])=[CH:16][CH:24]=3)=[CH:3][CH:4]=2)=[CH:9][CH:10]=1)=[O:13]. The reactants are Br[C:2]1[CH:3]=[CH:4][C:5]([C:8]2[CH:15]=[CH:14][C:11]([CH:12]=[O:13])=[CH:10][CH:9]=2)=[N:6][CH:7]=1.[CH3:16]CO.[O:19]1[CH2:24][CH2:23][O:22][CH2:21][CH2:20]1. The catalyst is O. The yield is 0.790. (4) The reactants are [CH3:1][C:2]1[CH:17]=[CH:16][C:5]([O:6][C:7]2[CH:8]=[C:9]([N+:13]([O-])=O)[CH:10]=[CH:11][CH:12]=2)=[CH:4][CH:3]=1. The catalyst is C(O)C.[Pd]. The product is [CH3:1][C:2]1[CH:17]=[CH:16][C:5]([O:6][C:7]2[CH:8]=[C:9]([CH:10]=[CH:11][CH:12]=2)[NH2:13])=[CH:4][CH:3]=1. The yield is 0.960. (5) The reactants are Cl[CH2:2][CH2:3][C:4]([C:6]1[CH:11]=[CH:10][C:9]([F:12])=[C:8]([F:13])[CH:7]=1)=[O:5].CN(C)C=O.C1(C=C(O)C=C(O)C=1)O.[N:28]([O-:30])=[O:29].[Na+]. The catalyst is [I-].[Na+].O.C1(C)C=CC=CC=1. The product is [F:13][C:8]1[CH:7]=[C:6]([C:4](=[O:5])[CH2:3][CH2:2][N+:28]([O-:30])=[O:29])[CH:11]=[CH:10][C:9]=1[F:12]. The yield is 0.762. (6) The reactants are [F:1][C:2]1[CH:31]=[C:30]([F:32])[CH:29]=[CH:28][C:3]=1[O:4][C:5]1[CH:10]=[CH:9][C:8]([S:11]([CH3:14])(=[O:13])=[O:12])=[CH:7][C:6]=1[C:15]1[C:16]2[CH:25]=[C:24]([CH2:26][OH:27])[NH:23][C:17]=2[C:18](=[O:22])[N:19]([CH3:21])[CH:20]=1.CC(OI1(OC(C)=O)(OC(C)=O)OC(=O)C2C=CC=CC1=2)=O.S(=O)(O)[O-].[Na+]. The catalyst is ClCCl.C(=O)(O)[O-].[Na+]. The product is [F:1][C:2]1[CH:31]=[C:30]([F:32])[CH:29]=[CH:28][C:3]=1[O:4][C:5]1[CH:10]=[CH:9][C:8]([S:11]([CH3:14])(=[O:12])=[O:13])=[CH:7][C:6]=1[C:15]1[C:16]2[CH:25]=[C:24]([CH:26]=[O:27])[NH:23][C:17]=2[C:18](=[O:22])[N:19]([CH3:21])[CH:20]=1. The yield is 0.700. (7) The reactants are [F:1][C:2]([F:17])([F:16])[C:3]1[CH:4]=[C:5](B(O)O)[CH:6]=[C:7]([C:9]([F:12])([F:11])[F:10])[CH:8]=1.Br[C:19]1[S:23][C:22]([S:24]([N:27]2[CH:31]=[CH:30][CH:29]=[CH:28]2)(=[O:26])=[O:25])=[CH:21][CH:20]=1. No catalyst specified. The product is [F:1][C:2]([F:17])([F:16])[C:3]1[CH:4]=[C:5]([C:19]2[S:23][C:22]([S:24]([N:27]3[CH:31]=[CH:30][CH:29]=[CH:28]3)(=[O:25])=[O:26])=[CH:21][CH:20]=2)[CH:6]=[C:7]([C:9]([F:12])([F:11])[F:10])[CH:8]=1. The yield is 0.930.